Predict the reaction yield, written as a fraction of the theoretical maximum amount of product (1.0 means a 100% yield; for example, 0.34 means a 34% yield). From a dataset of Reaction yield outcomes from USPTO patents with 853,638 reactions. (1) The yield is 0.740. The reactants are [CH:1]1([CH2:4][C:5]2[N:6]=[C:7]([CH3:27])[NH:8][C:9](=[O:26])[C:10]=2[CH2:11][C:12]2[CH:17]=[CH:16][C:15]([C:18]3[C:19]([C:24]#[N:25])=[CH:20][CH:21]=[CH:22][CH:23]=3)=[CH:14][CH:13]=2)[CH2:3][CH2:2]1.[C:28]1(B(O)O)[CH:33]=[CH:32][CH:31]=[CH:30][CH:29]=1.[N:37]1C=CC=CC=1.C(N(CC)CC)C.[C:50]([O:53]CC)(=[O:52])C. The catalyst is C([O-])(=O)C.[Cu+2].C([O-])(=O)C.ClCCl. The product is [CH:1]1([CH2:4][C:5]2[N:6]=[C:7]([CH3:27])[N:8]([C:28]3[CH:33]=[CH:32][CH:31]=[CH:30][CH:29]=3)[C:9](=[O:26])[C:10]=2[CH2:11][C:12]2[CH:17]=[CH:16][C:15]([C:18]3[CH:23]=[CH:22][CH:21]=[CH:20][C:19]=3[C:24]3[NH:37][C:50](=[O:52])[O:53][N:25]=3)=[CH:14][CH:13]=2)[CH2:3][CH2:2]1. (2) The reactants are [NH2:1][CH2:2][CH2:3][CH2:4][C:5]1[CH:11]=[CH:10][C:8]([NH2:9])=[CH:7][CH:6]=1.Cl[C:13]1[C:14]2[C:21]([C:22]3[CH:27]=[CH:26][C:25]([F:28])=[CH:24][CH:23]=3)=[CH:20][S:19][C:15]=2[N:16]=[CH:17][N:18]=1.C(=O)([O-])[O-].[K+].[K+]. The catalyst is CN(C)C(=O)C.[Cu]I. The product is [NH2:9][C:8]1[CH:7]=[CH:6][C:5]([CH2:4][CH2:3][CH2:2][NH:1][C:13]2[C:14]3[C:21]([C:22]4[CH:27]=[CH:26][C:25]([F:28])=[CH:24][CH:23]=4)=[CH:20][S:19][C:15]=3[N:16]=[CH:17][N:18]=2)=[CH:11][CH:10]=1. The yield is 0.300.